This data is from Full USPTO retrosynthesis dataset with 1.9M reactions from patents (1976-2016). The task is: Predict the reactants needed to synthesize the given product. Given the product [CH2:28]([O:8][C:5]1[CH:4]=[CH:3][C:2]([Br:1])=[N:7][CH:6]=1)[C:29]1[CH:34]=[CH:33][CH:32]=[CH:31][CH:30]=1, predict the reactants needed to synthesize it. The reactants are: [Br:1][C:2]1[N:7]=[CH:6][C:5]([OH:8])=[CH:4][CH:3]=1.C1(P(C2C=CC=CC=2)C2C=CC=CC=2)C=CC=CC=1.[CH2:28](O)[C:29]1[CH:34]=[CH:33][CH:32]=[CH:31][CH:30]=1.CC(OC(/N=N/C(OC(C)C)=O)=O)C.